This data is from CYP2C19 inhibition data for predicting drug metabolism from PubChem BioAssay. The task is: Regression/Classification. Given a drug SMILES string, predict its absorption, distribution, metabolism, or excretion properties. Task type varies by dataset: regression for continuous measurements (e.g., permeability, clearance, half-life) or binary classification for categorical outcomes (e.g., BBB penetration, CYP inhibition). Dataset: cyp2c19_veith. (1) The compound is CS(=O)(=O)N1CCC2(CCCN(Cc3ccccc3)C2)CC1. The result is 0 (non-inhibitor). (2) The drug is N#CCCn1c(=O)c(CCc2ccccc2)nc2cnc(Nc3ccccc3)nc21. The result is 0 (non-inhibitor). (3) The molecule is CCn1cc(C(=O)O)c(=O)c2cc(F)c(N3CCNCC3)cc21. The result is 0 (non-inhibitor).